Predict the reaction yield, written as a fraction of the theoretical maximum amount of product (1.0 means a 100% yield; for example, 0.34 means a 34% yield). From a dataset of Reaction yield outcomes from USPTO patents with 853,638 reactions. (1) The reactants are [CH3:1][O:2][C:3](=[O:25])[CH2:4][C:5]1(O)[C:14]2[C:9](=[CH:10][C:11]([S:15]([C:18]3[CH:23]=[CH:22][CH:21]=[CH:20][CH:19]=3)(=[O:17])=[O:16])=[CH:12][CH:13]=2)[CH2:8][CH2:7][CH2:6]1.C1(C)C=CC(S(O)(=O)=O)=CC=1.CCOC(C)=O. The catalyst is C1C=CC=CC=1. The product is [CH3:1][O:2][C:3](=[O:25])[CH:4]=[C:5]1[C:14]2[C:9](=[CH:10][C:11]([S:15]([C:18]3[CH:19]=[CH:20][CH:21]=[CH:22][CH:23]=3)(=[O:16])=[O:17])=[CH:12][CH:13]=2)[CH2:8][CH2:7][CH2:6]1. The yield is 0.812. (2) The reactants are Cl.[CH3:2][C:3]1[C:7]([CH2:8][N:9]2[CH:13]=[C:12]([NH2:14])[CH:11]=[N:10]2)=[C:6]([CH3:15])[O:5][N:4]=1.[N:16]([CH:19]([CH2:25][CH:26]([CH3:28])[CH3:27])[C:20](OCC)=[O:21])=[C:17]=[O:18]. No catalyst specified. The product is [CH3:2][C:3]1[C:7]([CH2:8][N:9]2[CH:13]=[C:12]([N:14]3[C:20](=[O:21])[CH:19]([CH2:25][CH:26]([CH3:28])[CH3:27])[NH:16][C:17]3=[O:18])[CH:11]=[N:10]2)=[C:6]([CH3:15])[O:5][N:4]=1. The yield is 0.500.